This data is from Forward reaction prediction with 1.9M reactions from USPTO patents (1976-2016). The task is: Predict the product of the given reaction. Given the reactants Br[C:2]1[CH:3]=[N:4][C:5]2[N:6]([N:8]=[C:9]([CH3:11])[CH:10]=2)[CH:7]=1.[C:12]([C:14]1[CH:19]=[CH:18][CH:17]=[CH:16][C:15]=1[F:20])#[CH:13], predict the reaction product. The product is: [F:20][C:15]1[CH:16]=[CH:17][CH:18]=[CH:19][C:14]=1[C:12]#[C:13][C:2]1[CH:3]=[N:4][C:5]2[N:6]([N:8]=[C:9]([CH3:11])[CH:10]=2)[CH:7]=1.